This data is from Forward reaction prediction with 1.9M reactions from USPTO patents (1976-2016). The task is: Predict the product of the given reaction. (1) The product is: [CH2:10]([O:9][C:3]1[CH:4]=[CH:5][C:6]([F:8])=[CH:7][C:2]=1[Br:1])[C:11]1[CH:16]=[CH:15][CH:14]=[CH:13][CH:12]=1. Given the reactants [Br:1][C:2]1[CH:7]=[C:6]([F:8])[CH:5]=[CH:4][C:3]=1[OH:9].[CH2:10](Br)[C:11]1[CH:16]=[CH:15][CH:14]=[CH:13][CH:12]=1, predict the reaction product. (2) Given the reactants [CH3:1][C:2]1[C:7]([CH3:8])=[CH:6][C:5]([CH3:9])=[CH:4][N+:3]=1[O-:10].S(=O)(=O)(O)O.[N+:16]([O-])([OH:18])=[O:17].C(=O)([O-])O.[NH4+], predict the reaction product. The product is: [CH3:1][C:2]1[C:7]([CH3:8])=[C:6]([N+:16]([O-:18])=[O:17])[C:5]([CH3:9])=[CH:4][N+:3]=1[O-:10]. (3) Given the reactants CN(C)[CH:3]=[CH:4][C:5]([C:7]1[S:11][C:10](=[O:12])[N:9]([CH3:13])[C:8]=1[CH3:14])=O.[N+]([O-])(O)=O.[CH3:20][N:21]1[CH2:26][CH2:25][N:24]([C:27]2[CH:32]=[CH:31][C:30]([NH:33][C:34]([NH2:36])=[NH:35])=[CH:29][CH:28]=2)[CH2:23][CH2:22]1.CC#N, predict the reaction product. The product is: [CH3:13][N:9]1[C:8]([CH3:14])=[C:7]([C:5]2[CH:4]=[CH:3][N:36]=[C:34]([NH:33][C:30]3[CH:29]=[CH:28][C:27]([N:24]4[CH2:25][CH2:26][N:21]([CH3:20])[CH2:22][CH2:23]4)=[CH:32][CH:31]=3)[N:35]=2)[S:11][C:10]1=[O:12]. (4) Given the reactants Cl[C:2]1[C:7]([C:8]([N:10]2[CH2:15][CH2:14][CH:13]([C:16]3[CH:21]=[CH:20][C:19]([F:22])=[CH:18][CH:17]=3)[CH2:12][CH2:11]2)=[O:9])=[CH:6][N:5]([CH3:23])[C:4](=[O:24])[C:3]=1[CH3:25].[F:26][C:27]1[CH:33]=[C:32]([O:34][CH3:35])[CH:31]=[CH:30][C:28]=1[NH2:29], predict the reaction product. The product is: [F:26][C:27]1[CH:33]=[C:32]([O:34][CH3:35])[CH:31]=[CH:30][C:28]=1[NH:29][C:2]1[C:7]([C:8]([N:10]2[CH2:15][CH2:14][CH:13]([C:16]3[CH:21]=[CH:20][C:19]([F:22])=[CH:18][CH:17]=3)[CH2:12][CH2:11]2)=[O:9])=[CH:6][N:5]([CH3:23])[C:4](=[O:24])[C:3]=1[CH3:25]. (5) Given the reactants [C:1]([O:5][C:6](=[O:20])[NH:7][C:8]1[CH:13]=[C:12]([CH3:14])[C:11]([C:15]([F:18])([F:17])[F:16])=[CH:10][C:9]=1[NH2:19])([CH3:4])([CH3:3])[CH3:2].C([O:25][C:26](=O)[CH2:27][C:28]([C:30]1[CH:35]=[CH:34][CH:33]=[C:32]([C:36]2[CH:37]=[N:38][C:39]([CH:42]3[CH2:44][CH2:43]3)=[CH:40][CH:41]=2)[CH:31]=1)=[O:29])(C)(C)C, predict the reaction product. The product is: [C:1]([O:5][C:6](=[O:20])[NH:7][C:8]1[CH:13]=[C:12]([CH3:14])[C:11]([C:15]([F:18])([F:17])[F:16])=[CH:10][C:9]=1[NH:19][C:26](=[O:25])[CH2:27][C:28]([C:30]1[CH:35]=[CH:34][CH:33]=[C:32]([C:36]2[CH:37]=[N:38][C:39]([CH:42]3[CH2:43][CH2:44]3)=[CH:40][CH:41]=2)[CH:31]=1)=[O:29])([CH3:4])([CH3:2])[CH3:3]. (6) Given the reactants [OH:1][CH2:2][C:3]1[O:7][N:6]=[C:5]([C:8]([O-:10])=[O:9])[CH:4]=1.[CH3:11][C:12]([Si:15](Cl)([CH3:17])[CH3:16])([CH3:14])[CH3:13].[CH3:19][CH2:20]N(CC)CC, predict the reaction product. The product is: [CH2:19]([O:9][C:8]([C:5]1[CH:4]=[C:3]([CH2:2][O:1][Si:15]([C:12]([CH3:14])([CH3:13])[CH3:11])([CH3:17])[CH3:16])[O:7][N:6]=1)=[O:10])[CH3:20]. (7) Given the reactants [CH2:1]([N:5]1[CH:9]=[C:8]([C:10]2[CH:15]=[CH:14][C:13]([Cl:16])=[CH:12][C:11]=2[Cl:17])[N:7]=[C:6]1[C@@H:18]([NH:27][C:28]([C@H:30]1[CH2:35][CH2:34][C@H:33]([CH2:36][CH3:37])[CH2:32][CH2:31]1)=[O:29])[CH2:19][C:20]1[CH:25]=[CH:24][C:23]([OH:26])=[CH:22][CH:21]=1)/[CH:2]=[CH:3]\[CH3:4].Br[CH2:39][C:40]1[CH:49]=[CH:48][C:43]([C:44]([O:46]C)=[O:45])=[CH:42][CH:41]=1, predict the reaction product. The product is: [CH2:1]([N:5]1[CH:9]=[C:8]([C:10]2[CH:15]=[CH:14][C:13]([Cl:16])=[CH:12][C:11]=2[Cl:17])[N:7]=[C:6]1[C@@H:18]([NH:27][C:28]([C@H:30]1[CH2:35][CH2:34][C@H:33]([CH2:36][CH3:37])[CH2:32][CH2:31]1)=[O:29])[CH2:19][C:20]1[CH:21]=[CH:22][C:23]([O:26][CH2:39][C:40]2[CH:49]=[CH:48][C:43]([C:44]([OH:46])=[O:45])=[CH:42][CH:41]=2)=[CH:24][CH:25]=1)/[CH:2]=[CH:3]\[CH3:4].